Dataset: Reaction yield outcomes from USPTO patents with 853,638 reactions. Task: Predict the reaction yield, written as a fraction of the theoretical maximum amount of product (1.0 means a 100% yield; for example, 0.34 means a 34% yield). The reactants are [Br:1][C:2]1[CH:7]=[CH:6][C:5]([CH2:8][C@@H:9]([NH:14][C:15]([O:17][C:18]([CH3:21])([CH3:20])[CH3:19])=[O:16])[CH2:10][C:11]([OH:13])=[O:12])=[CH:4][CH:3]=1.C([O-])(O)=O.[Na+].[CH2:27](I)[CH3:28]. The catalyst is CN(C=O)C. The product is [Br:1][C:2]1[CH:3]=[CH:4][C:5]([CH2:8][C@@H:9]([NH:14][C:15]([O:17][C:18]([CH3:21])([CH3:20])[CH3:19])=[O:16])[CH2:10][C:11]([O:13][CH2:27][CH3:28])=[O:12])=[CH:6][CH:7]=1. The yield is 0.940.